Task: Predict the reactants needed to synthesize the given product.. Dataset: Full USPTO retrosynthesis dataset with 1.9M reactions from patents (1976-2016) (1) Given the product [ClH:31].[ClH:31].[CH3:12][O:11][C:9](=[O:10])[CH:8]([N:6]1[CH:7]=[C:3]([CH2:1][NH:28][CH3:27])[N:4]=[C:5]1[C:19]1[CH:20]=[CH:21][CH:22]=[CH:23][CH:24]=1)[C:13]1[CH:18]=[CH:17][CH:16]=[CH:15][CH:14]=1, predict the reactants needed to synthesize it. The reactants are: [CH:1]([C:3]1[N:4]=[C:5]([C:19]2[CH:24]=[CH:23][CH:22]=[CH:21][CH:20]=2)[N:6]([CH:8]([C:13]2[CH:18]=[CH:17][CH:16]=[CH:15][CH:14]=2)[C:9]([O:11][CH3:12])=[O:10])[CH:7]=1)=O.CO.[CH3:27][NH2:28].[BH4-].[Na+].[ClH:31].C(=O)([O-])O.[Na+]. (2) Given the product [CH3:15][C:12]1([CH3:16])[CH2:13][O:14][B:9]([C:2]2[CH:3]=[N:4][CH:5]=[C:6]([CH3:8])[CH:7]=2)[O:10][CH2:11]1, predict the reactants needed to synthesize it. The reactants are: Br[C:2]1[CH:3]=[N:4][CH:5]=[C:6]([CH3:8])[CH:7]=1.[B:9]1([B:9]2[O:14][CH2:13][C:12]([CH3:16])([CH3:15])[CH2:11][O:10]2)[O:14][CH2:13][C:12]([CH3:16])([CH3:15])[CH2:11][O:10]1.C([O-])(=O)C.[K+].ClCCl. (3) Given the product [CH:42]12[CH2:51][CH:46]3[CH2:47][CH:48]([CH2:50][CH:44]([CH2:45]3)[CH:43]1[NH:52][C:30]([CH:29]1[CH2:28][CH2:27][S:26](=[O:33])(=[O:34])[N:25]1[CH2:24][C:23]1[CH:35]=[CH:36][CH:37]=[C:21]([CH2:20][N:9]([CH2:8][C:7]3[C:2]([Cl:1])=[CH:3][CH:4]=[C:5]([O:39][CH3:40])[C:6]=3[F:38])[C@H:10]([CH2:16][N:17]([CH3:19])[CH3:18])[CH2:11][C:12]([CH3:14])([CH3:15])[CH3:13])[CH:22]=1)=[O:31])[CH2:49]2, predict the reactants needed to synthesize it. The reactants are: [Cl:1][C:2]1[C:7]([CH2:8][N:9]([CH2:20][C:21]2[CH:22]=[C:23]([CH:35]=[CH:36][CH:37]=2)[CH2:24][N:25]2[CH:29]([C:30](O)=[O:31])[CH2:28][CH2:27][S:26]2(=[O:34])=[O:33])[C@H:10]([CH2:16][N:17]([CH3:19])[CH3:18])[CH2:11][C:12]([CH3:15])([CH3:14])[CH3:13])=[C:6]([F:38])[C:5]([O:39][CH3:40])=[CH:4][CH:3]=1.Cl.[CH:42]12[CH2:51][CH:46]3[CH2:47][CH:48]([CH2:50][CH:44]([CH2:45]3)[CH:43]1[NH2:52])[CH2:49]2. (4) Given the product [Cl:1][C:2]1[CH:25]=[CH:24][C:5]2[O:6][C:7]3[CH:23]=[CH:22][CH:21]=[CH:20][C:8]=3[C@@H:9]([CH2:15][OH:16])[C@H:10]([CH2:11][N+:12]([O-:14])=[O:13])[C:4]=2[CH:3]=1, predict the reactants needed to synthesize it. The reactants are: [Cl:1][C:2]1[CH:25]=[CH:24][C:5]2[O:6][C:7]3[CH:23]=[CH:22][CH:21]=[CH:20][C:8]=3[C@@H:9]([C:15](OCC)=[O:16])[C@H:10]([CH2:11][N+:12]([O-:14])=[O:13])[C:4]=2[CH:3]=1.O1CCCC1.[BH4-].[Na+].CC(C)=O. (5) Given the product [CH:20]1([C:10]2[C:9]3[S:26][C:27]([C:29]([O:31][CH3:32])=[O:30])=[CH:28][C:8]=3[N:7]([CH2:6][CH2:5][OH:4])[C:11]=2[C:12]2[CH:17]=[CH:16][C:15]([OH:18])=[CH:14][C:13]=2[OH:19])[CH2:25][CH2:24][CH2:23][CH2:22][CH2:21]1, predict the reactants needed to synthesize it. The reactants are: C([O:4][CH2:5][CH2:6][N:7]1[C:11]([C:12]2[CH:17]=[CH:16][C:15]([OH:18])=[CH:14][C:13]=2[OH:19])=[C:10]([CH:20]2[CH2:25][CH2:24][CH2:23][CH2:22][CH2:21]2)[C:9]2[S:26][C:27]([C:29]([O:31][CH3:32])=[O:30])=[CH:28][C:8]1=2)(=O)C.C(=O)([O-])[O-].[K+].[K+].